Dataset: Forward reaction prediction with 1.9M reactions from USPTO patents (1976-2016). Task: Predict the product of the given reaction. (1) Given the reactants Br[CH2:2][C:3]1[CH:12]=[C:11]([N+:13]([O-:15])=[O:14])[C:10]([O:16][CH3:17])=[CH:9][C:4]=1[C:5](OC)=[O:6].C[CH2:19][N:20](CC)CC.CN.CCO.Cl, predict the reaction product. The product is: [CH3:17][O:16][C:10]1[CH:9]=[C:4]2[C:3]([CH2:2][N:20]([CH3:19])[C:5]2=[O:6])=[CH:12][C:11]=1[N+:13]([O-:15])=[O:14]. (2) Given the reactants [Cl-:1].[Ce+3].[Cl-].[Cl-].[I-].[Na+].Br[CH2:8][C:9]([C:11]1[CH:16]=[CH:15][C:14]([N:17]2[CH2:22][CH2:21][O:20][CH2:19][CH2:18]2)=[CH:13][CH:12]=1)=[O:10].[CH2:23]([N:30]1[CH2:35][CH2:34][C:33](=[O:36])[CH2:32][CH2:31]1)[C:24]1[CH:29]=[CH:28][CH:27]=[CH:26][CH:25]=1, predict the reaction product. The product is: [ClH:1].[CH2:23]([N:30]1[CH2:35][CH2:34][C:33]([CH2:8][C:9](=[O:10])[C:11]2[CH:16]=[CH:15][C:14]([N:17]3[CH2:22][CH2:21][O:20][CH2:19][CH2:18]3)=[CH:13][CH:12]=2)([OH:36])[CH2:32][CH2:31]1)[C:24]1[CH:25]=[CH:26][CH:27]=[CH:28][CH:29]=1. (3) Given the reactants [CH2:1]([O:3][C:4]1[C:9]([O:10][CH2:11][O:12][CH3:13])=[C:8](I)[CH:7]=[C:6]([CH2:15][O:16][Si:17]([CH:24]([CH3:26])[CH3:25])([CH:21]([CH3:23])[CH3:22])[CH:18]([CH3:20])[CH3:19])[N:5]=1)[CH3:2].[CH:27]1(B(O)O)[CH2:29][CH2:28]1.C1(P(C2CCCCC2)C2C=CC=CC=2C2C(OC)=CC=CC=2OC)CCCCC1.C(=O)([O-])[O-].[Na+].[Na+], predict the reaction product. The product is: [CH:27]1([C:8]2[CH:7]=[C:6]([CH2:15][O:16][Si:17]([CH:24]([CH3:26])[CH3:25])([CH:21]([CH3:23])[CH3:22])[CH:18]([CH3:20])[CH3:19])[N:5]=[C:4]([O:3][CH2:1][CH3:2])[C:9]=2[O:10][CH2:11][O:12][CH3:13])[CH2:29][CH2:28]1. (4) Given the reactants [F:1][C:2]([F:14])([F:13])[CH2:3][C:4]1[C:12]2[CH2:11][CH2:10][CH2:9][CH2:8][C:7]=2[NH:6][N:5]=1.Br[CH2:16][C:17]1[CH:22]=[CH:21][C:20]([C:23]([N:25]2[CH2:29][CH2:28][CH2:27][CH2:26]2)=[O:24])=[CH:19][CH:18]=1.C(=O)([O-])[O-].[K+].[K+].O, predict the reaction product. The product is: [N:25]1([C:23]([C:20]2[CH:19]=[CH:18][C:17]([CH2:16][N:6]3[C:7]4[CH2:8][CH2:9][CH2:10][CH2:11][C:12]=4[C:4]([CH2:3][C:2]([F:1])([F:13])[F:14])=[N:5]3)=[CH:22][CH:21]=2)=[O:24])[CH2:26][CH2:27][CH2:28][CH2:29]1. (5) Given the reactants F[C:2]1[CH:7]=[CH:6][C:5]([N+:8]([O-:10])=[O:9])=[CH:4][C:3]=1[O:11][CH3:12].[C:13]([N:20]1[CH2:25][CH2:24][NH:23][CH2:22][C:21]1([CH3:27])[CH3:26])([O:15][C:16]([CH3:19])([CH3:18])[CH3:17])=[O:14].C(=O)([O-])[O-].[K+].[K+], predict the reaction product. The product is: [CH3:12][O:11][C:3]1[CH:4]=[C:5]([N+:8]([O-:10])=[O:9])[CH:6]=[CH:7][C:2]=1[N:23]1[CH2:24][CH2:25][N:20]([C:13]([O:15][C:16]([CH3:19])([CH3:18])[CH3:17])=[O:14])[C:21]([CH3:27])([CH3:26])[CH2:22]1.